Dataset: Merck oncology drug combination screen with 23,052 pairs across 39 cell lines. Task: Regression. Given two drug SMILES strings and cell line genomic features, predict the synergy score measuring deviation from expected non-interaction effect. (1) Drug 2: CS(=O)(=O)CCNCc1ccc(-c2ccc3ncnc(Nc4ccc(OCc5cccc(F)c5)c(Cl)c4)c3c2)o1. Cell line: LOVO. Synergy scores: synergy=17.5. Drug 1: O=c1[nH]cc(F)c(=O)[nH]1. (2) Drug 1: COc1cc(C2c3cc4c(cc3C(OC3OC5COC(C)OC5C(O)C3O)C3COC(=O)C23)OCO4)cc(OC)c1O. Drug 2: Cn1c(=O)n(-c2ccc(C(C)(C)C#N)cc2)c2c3cc(-c4cnc5ccccc5c4)ccc3ncc21. Cell line: HT29. Synergy scores: synergy=16.2. (3) Drug 1: CCN(CC)CCNC(=O)c1c(C)[nH]c(C=C2C(=O)Nc3ccc(F)cc32)c1C. Drug 2: NC(=O)c1cccc2cn(-c3ccc(C4CCCNC4)cc3)nc12. Cell line: ZR751. Synergy scores: synergy=11.4. (4) Drug 1: NC(=O)c1cccc2cn(-c3ccc(C4CCCNC4)cc3)nc12. Synergy scores: synergy=28.0. Cell line: A375. Drug 2: Cn1cc(-c2cnn3c(N)c(Br)c(C4CCCNC4)nc23)cn1. (5) Drug 1: Nc1ccn(C2OC(CO)C(O)C2(F)F)c(=O)n1. Drug 2: NC(=O)c1cccc2cn(-c3ccc(C4CCCNC4)cc3)nc12. Cell line: A375. Synergy scores: synergy=-22.0.